Dataset: Forward reaction prediction with 1.9M reactions from USPTO patents (1976-2016). Task: Predict the product of the given reaction. (1) Given the reactants [CH3:1][S:2][CH:3]1[CH2:8][CH2:7][CH:6]([C:9]([O:11]C)=[O:10])[CH2:5][CH2:4]1.[OH-].[Na+], predict the reaction product. The product is: [CH3:1][S:2][CH:3]1[CH2:4][CH2:5][CH:6]([C:9]([OH:11])=[O:10])[CH2:7][CH2:8]1. (2) Given the reactants Cl[C:2]1[N:3]([C:13]2[CH:18]=[CH:17][CH:16]=[CH:15][CH:14]=2)[C:4]2[C:9]([C:10]=1[CH:11]=[O:12])=[CH:8][CH:7]=[CH:6][CH:5]=2.[NH:19]1[CH2:26][NH:25][CH2:24][CH2:23][NH:22][CH2:21][CH2:20]1, predict the reaction product. The product is: [C:13]1([N:3]2[C:4]3[C:9](=[CH:8][CH:7]=[CH:6][CH:5]=3)[C:10]([CH:11]=[O:12])=[C:2]2[N:19]2[CH2:26][NH:25][CH2:24][CH2:23][NH:22][CH2:21][CH2:20]2)[CH:18]=[CH:17][CH:16]=[CH:15][CH:14]=1.